Dataset: Full USPTO retrosynthesis dataset with 1.9M reactions from patents (1976-2016). Task: Predict the reactants needed to synthesize the given product. (1) Given the product [Cl:36][C:21]1[CH:20]=[C:19]([NH:18][C:8](=[O:9])[C:3]2[CH:4]=[CH:5][CH:6]=[CH:7][N:2]=2)[CH:24]=[CH:23][C:22]=1[N:25]1[CH2:30][CH2:29][N:28]([C:31](=[O:35])[CH:32]([CH3:33])[CH3:34])[CH2:27][CH2:26]1, predict the reactants needed to synthesize it. The reactants are: Cl.[N:2]1[CH:7]=[CH:6][CH:5]=[CH:4][C:3]=1[C:8](Cl)=[O:9].CCN(CC)CC.[NH2:18][C:19]1[CH:24]=[CH:23][C:22]([N:25]2[CH2:30][CH2:29][N:28]([C:31](=[O:35])[CH:32]([CH3:34])[CH3:33])[CH2:27][CH2:26]2)=[C:21]([Cl:36])[CH:20]=1. (2) Given the product [C:23]([C:28]1[C:29](=[O:38])[O:30][C:31]2([CH2:37][CH2:36][O:35][CH2:34][CH2:33]2)[CH:32]=1)(=[O:27])[CH:24]([CH3:26])[CH3:25], predict the reactants needed to synthesize it. The reactants are: O.COC1C=C[N+]([O-])=CC=1.I(C1C=CC=CC=1C(O)=O)(=O)=O.[C:23]([CH:28]1[CH2:32][C:31]2([CH2:37][CH2:36][O:35][CH2:34][CH2:33]2)[O:30][C:29]1=[O:38])(=[O:27])[CH:24]([CH3:26])[CH3:25]. (3) Given the product [C:13]1([Si:44]([CH3:50])([CH3:49])[Si:45]([CH3:48])([CH3:47])[C:34]2[C:33]3[CH2:57][C:51]4[C:52](=[CH:53][CH:54]=[CH:55][CH:56]=4)[C:32]=3[CH:37]=[CH:36][CH:35]=2)[C:12]2[CH2:11][C:6]3[C:5](=[CH:10][CH:9]=[CH:8][CH:7]=3)[C:4]=2[CH:3]=[CH:2][CH:14]=1, predict the reactants needed to synthesize it. The reactants are: Br[C:2]1[CH:14]=[CH:13][C:12]2[C:11]3[C:6](=[CH:7][C:8](Br)=[CH:9][CH:10]=3)[C:5](CCCCCCCC)(CCCCCCCC)[C:4]=2[CH:3]=1.[CH3:32][CH2:33][CH2:34][CH2:35][CH2:36][CH3:37].C([Li])CCC.Cl[Si:44]([CH3:50])([CH3:49])[Si:45]([CH3:48])([CH3:47])Cl.[C:51]1([CH3:57])[CH:56]=[CH:55][CH:54]=[CH:53][CH:52]=1. (4) The reactants are: COC1C=CC(NC(C2C=CC(C3C=CC=CC=3)=CC=2)=O)=CC=1[NH:24][C:25](=O)[CH2:26][N:27]1[CH2:33][CH:32]2O[CH:29](C[CH2:31]2)[CH2:28]1.Cl[CH2:37][C:38]([NH:40][C:41]1[CH:42]=[C:43]([NH:49][C:50]([C:52]2[CH:57]=[CH:56][C:55]([C:58]3[CH:63]=[CH:62][CH:61]=[CH:60][CH:59]=3)=[CH:54][CH:53]=2)=[O:51])[CH:44]=[CH:45][C:46]=1[O:47][CH3:48])=[O:39].Cl.Cl.C1(N2CCNCC2)CC1.C(N(CC)CC)C. Given the product [CH:33]1([N:27]2[CH2:26][CH2:25][N:24]([CH2:37][C:38]([NH:40][C:41]3[CH:42]=[C:43]([NH:49][C:50]([C:52]4[CH:57]=[CH:56][C:55]([C:58]5[CH:63]=[CH:62][CH:61]=[CH:60][CH:59]=5)=[CH:54][CH:53]=4)=[O:51])[CH:44]=[CH:45][C:46]=3[O:47][CH3:48])=[O:39])[CH2:29][CH2:28]2)[CH2:32][CH2:31]1, predict the reactants needed to synthesize it. (5) Given the product [CH2:31]([O:30][C:28](=[O:29])[CH:33]=[CH:53][C:3]1[S:7][C:6]([NH:8][C:9](=[O:27])[C:10]2[CH:15]=[C:14]([O:16][C:17]3[CH:22]=[CH:21][CH:20]=[CH:19][CH:18]=3)[CH:13]=[C:12]([O:23][CH:24]([CH3:25])[CH3:26])[CH:11]=2)=[N:5][CH:4]=1)[CH3:32], predict the reactants needed to synthesize it. The reactants are: C([C:3]1[S:7][C:6]([NH:8][C:9](=[O:27])[C:10]2[CH:15]=[C:14]([O:16][C:17]3[CH:22]=[CH:21][CH:20]=[CH:19][CH:18]=3)[CH:13]=[C:12]([O:23][CH:24]([CH3:26])[CH3:25])[CH:11]=2)=[N:5][CH:4]=1)=O.[C:28]([CH:33]=P(C1C=CC=CC=1)(C1C=CC=CC=1)C1C=CC=CC=1)([O:30][CH2:31][CH3:32])=[O:29].[CH2:53]1COCC1. (6) Given the product [Cl:18][C:17]1[CH:16]=[CH:15][CH:14]=[C:13]([Cl:19])[C:12]=1[NH:11][C:4]1[CH:3]=[CH:2][CH:1]=[CH:6][C:5]=1[CH2:7][C:8]([O-:10])=[O:9].[OH:33][C:29]1[CH:28]=[C:27]([CH:24]([CH2:25][CH3:26])[CH:23]([CH3:34])[CH2:22][NH+:21]([CH3:35])[CH3:20])[CH:32]=[CH:31][CH:30]=1, predict the reactants needed to synthesize it. The reactants are: [CH:1]1[CH:2]=[CH:3][C:4]([NH:11][C:12]2[C:13]([Cl:19])=[CH:14][CH:15]=[CH:16][C:17]=2[Cl:18])=[C:5]([CH2:7][C:8]([OH:10])=[O:9])[CH:6]=1.[CH3:20][N:21]([CH3:35])[CH2:22][CH:23]([CH3:34])[CH:24]([C:27]1[CH:28]=[C:29]([OH:33])[CH:30]=[CH:31][CH:32]=1)[CH2:25][CH3:26].